Dataset: Catalyst prediction with 721,799 reactions and 888 catalyst types from USPTO. Task: Predict which catalyst facilitates the given reaction. (1) Reactant: CO[CH:3](OC)[CH:4]([NH:6][C:7]1[NH:16][C:15](=[O:17])[C:14]2[C:9](=[CH:10][C:11]([O:18][CH3:19])=[CH:12][CH:13]=2)[N:8]=1)[CH3:5].C(O)(=O)C. The catalyst class is: 28. Product: [CH3:19][O:18][C:11]1[CH:10]=[C:9]2[C:14]([C:15](=[O:17])[NH:16][C:7]3[N:8]2[CH:5]=[C:4]([CH3:3])[N:6]=3)=[CH:13][CH:12]=1. (2) Reactant: [CH3:1][O:2][C:3]1[CH:27]=[CH:26][C:6]([O:7][C:8]2[CH:9]=[CH:10][C:11]([N+:23]([O-])=O)=[C:12]([CH2:14][NH:15][C:16](=[O:22])[O:17][C:18]([CH3:21])([CH3:20])[CH3:19])[CH:13]=2)=[CH:5][CH:4]=1.[Cl-].[NH4+].C(O)C. Product: [NH2:23][C:11]1[CH:10]=[CH:9][C:8]([O:7][C:6]2[CH:5]=[CH:4][C:3]([O:2][CH3:1])=[CH:27][CH:26]=2)=[CH:13][C:12]=1[CH2:14][NH:15][C:16](=[O:22])[O:17][C:18]([CH3:20])([CH3:19])[CH3:21]. The catalyst class is: 150. (3) Reactant: Cl.[NH:2]1[CH:6]=[C:5]([CH2:7][C:8]([O:10][CH3:11])=[O:9])[N:4]=[CH:3]1.[C:12]1([C:18](Cl)([C:25]2[CH:30]=[CH:29][CH:28]=[CH:27][CH:26]=2)[C:19]2[CH:24]=[CH:23][CH:22]=[CH:21][CH:20]=2)[CH:17]=[CH:16][CH:15]=[CH:14][CH:13]=1.C(N(CC)CC)C.O. Product: [CH3:11][O:10][C:8](=[O:9])[CH2:7][C:5]1[N:4]=[CH:3][N:2]([C:18]([C:12]2[CH:17]=[CH:16][CH:15]=[CH:14][CH:13]=2)([C:25]2[CH:26]=[CH:27][CH:28]=[CH:29][CH:30]=2)[C:19]2[CH:20]=[CH:21][CH:22]=[CH:23][CH:24]=2)[CH:6]=1. The catalyst class is: 3.